Predict hERG channel inhibition at various concentrations. From a dataset of hERG Central: cardiac toxicity at 1µM, 10µM, and general inhibition. (1) The drug is Cc1nc2ncnn2c(N2CCCC(C(=O)Nc3ccc4c(c3)CCC4)C2)c1C. Results: hERG_inhib (hERG inhibition (general)): blocker. (2) The drug is CC(C(=O)OCC(=O)Nc1cccc(S(=O)(=O)N(C)C)c1)N1C(=O)c2ccccc2C1=O. Results: hERG_inhib (hERG inhibition (general)): blocker.